Dataset: Full USPTO retrosynthesis dataset with 1.9M reactions from patents (1976-2016). Task: Predict the reactants needed to synthesize the given product. Given the product [Cl:7][CH2:6][CH2:5][CH2:4][CH2:3][CH2:2][C@@H:26]1[CH2:25][C:24]2[C@H:19]([CH2:20][CH2:21][C:22](=[O:36])[CH:23]=2)[C@@H:18]2[C@@H:27]1[C@H:28]1[C@@:32]([CH2:34][C@@H:17]2[F:16])([CH3:33])[C:31](=[O:35])[CH2:30][CH2:29]1, predict the reactants needed to synthesize it. The reactants are: Br[CH2:2][CH2:3][CH2:4][CH2:5][CH2:6][Cl:7].[Mg].II.BrCBr.[Br-].[Li+].[F:16][C@H:17]1[CH2:34][C@@:32]2([CH3:33])[C@@H:28]([CH2:29][CH2:30][C:31]2=[O:35])[C@H:27]2[C@H:18]1[C@@H:19]1[C:24]([CH:25]=[CH:26]2)=[CH:23][C:22](=[O:36])[CH2:21][CH2:20]1.